From a dataset of CYP2C19 inhibition data for predicting drug metabolism from PubChem BioAssay. Regression/Classification. Given a drug SMILES string, predict its absorption, distribution, metabolism, or excretion properties. Task type varies by dataset: regression for continuous measurements (e.g., permeability, clearance, half-life) or binary classification for categorical outcomes (e.g., BBB penetration, CYP inhibition). Dataset: cyp2c19_veith. (1) The drug is O=C(Nc1cccc(Cl)c1)Nn1cnnc1. The result is 0 (non-inhibitor). (2) The drug is CN1CCN(c2nc(-c3cccnc3)nc3ccccc23)CC1. The result is 0 (non-inhibitor). (3) The molecule is O=S1(=O)C=C(SCc2cccc(Cl)c2)Nc2ccccc21. The result is 1 (inhibitor). (4) The drug is COc1cccc(Cn2c(=O)c(-c3ccc(Cl)cc3)nc3cnc(N4CCNCC4)nc32)c1. The result is 1 (inhibitor). (5) The result is 0 (non-inhibitor). The molecule is O[C@@H]1CCCC[C@H]1N1CCC(c2ccccc2)CC1. (6) The compound is Nc1c2c(nc3ccccc13)CCCC2. The result is 0 (non-inhibitor). (7) The molecule is COc1cccc(Cn2c(=O)c(-c3cccs3)nc3cnc(N4CCN(C)CC4)nc32)c1. The result is 0 (non-inhibitor).